This data is from Reaction yield outcomes from USPTO patents with 853,638 reactions. The task is: Predict the reaction yield, written as a fraction of the theoretical maximum amount of product (1.0 means a 100% yield; for example, 0.34 means a 34% yield). (1) The reactants are [CH3:1][N:2]([CH3:42])[C:3](=[O:41])[C:4]1[CH:9]=[CH:8][CH:7]=[C:6]([C:10]2[C:18]3[C:13](=[N:14][CH:15]=[C:16]([C:19]4[CH:24]=[CH:23][CH:22]=[C:21]([C:25]([N:27]5[CH2:32][CH2:31][O:30][CH2:29][CH2:28]5)=[O:26])[CH:20]=4)[CH:17]=3)[N:12](COCC[Si](C)(C)C)[N:11]=2)[CH:5]=1.C(=O)(O)[O-].[Na+]. The catalyst is Cl(O)(=O)(=O)=O.C(O)(=O)C. The product is [CH3:1][N:2]([CH3:42])[C:3](=[O:41])[C:4]1[CH:9]=[CH:8][CH:7]=[C:6]([C:10]2[C:18]3[C:13](=[N:14][CH:15]=[C:16]([C:19]4[CH:24]=[CH:23][CH:22]=[C:21]([C:25]([N:27]5[CH2:28][CH2:29][O:30][CH2:31][CH2:32]5)=[O:26])[CH:20]=4)[CH:17]=3)[NH:12][N:11]=2)[CH:5]=1. The yield is 0.180. (2) The reactants are CC1(C)CCCC(C)(C)N1.[Li]CCCC.[Br:16][C:17]1[CH:22]=[CH:21][C:20]([F:23])=[CH:19][CH:18]=1.B(OC)(OC)[O:25]C.C(O)(=O)C.OO. The catalyst is C1COCC1. The product is [Br:16][C:17]1[CH:22]=[CH:21][C:20]([F:23])=[C:19]([OH:25])[CH:18]=1. The yield is 0.850. (3) The reactants are [C:1]([C:3]1[CH:4]=[C:5]([CH:10]=[CH:11][C:12]=1[OH:13])[C:6]([O:8][CH3:9])=[O:7])#[N:2].C([O-])([O-])=O.[K+].[K+].C(C(N)CBr)(O[C:23](C)([CH3:25])[CH3:24])=O. The yield is 0.550. The catalyst is CN(C=O)C.O. The product is [C:1]([C:3]1[CH:4]=[C:5]([CH:10]=[CH:11][C:12]=1[O:13][CH:23]([CH3:25])[CH3:24])[C:6]([O:8][CH3:9])=[O:7])#[N:2].